Dataset: Forward reaction prediction with 1.9M reactions from USPTO patents (1976-2016). Task: Predict the product of the given reaction. The product is: [F:1][C:2]1[CH:7]=[CH:6][C:5]([C:8]2[O:9][CH:10]=[C:11]([C:13]3([CH2:20][NH:21][C:32](=[O:33])[C:31]4[CH:35]=[CH:36][CH:37]=[C:29]([C:26]5[N:25]=[C:24]([C:23]([F:39])([F:38])[F:22])[O:28][N:27]=5)[CH:30]=4)[CH2:14][CH2:15][N:16]([CH3:19])[CH2:17][CH2:18]3)[N:12]=2)=[CH:4][CH:3]=1. Given the reactants [F:1][C:2]1[CH:7]=[CH:6][C:5]([C:8]2[O:9][CH:10]=[C:11]([C:13]3([CH2:20][NH2:21])[CH2:18][CH2:17][N:16]([CH3:19])[CH2:15][CH2:14]3)[N:12]=2)=[CH:4][CH:3]=1.[F:22][C:23]([F:39])([F:38])[C:24]1[O:28][N:27]=[C:26]([C:29]2[CH:30]=[C:31]([CH:35]=[CH:36][CH:37]=2)[C:32](O)=[O:33])[N:25]=1, predict the reaction product.